From a dataset of Full USPTO retrosynthesis dataset with 1.9M reactions from patents (1976-2016). Predict the reactants needed to synthesize the given product. (1) Given the product [CH2:1]([NH:3][C:4]([NH:6][C:7]1[N:12]=[CH:11][C:10]([C:13]2[CH:14]=[N:15][CH:16]=[C:17]([C:19]([NH:21][NH:22][C:23](=[O:27])[C@@H:24]([O:26][Si:51]([CH2:56][CH3:57])([CH2:54][CH3:55])[CH2:52][CH3:53])[CH3:25])=[O:20])[CH:18]=2)=[C:9]([C:28]2[S:29][CH:30]=[C:31]([C:33]([F:35])([F:34])[F:36])[N:32]=2)[CH:8]=1)=[O:5])[CH3:2], predict the reactants needed to synthesize it. The reactants are: [CH2:1]([NH:3][C:4]([NH:6][C:7]1[N:12]=[CH:11][C:10]([C:13]2[CH:14]=[N:15][CH:16]=[C:17]([C:19]([NH:21][NH:22][C:23](=[O:27])[C@@H:24]([OH:26])[CH3:25])=[O:20])[CH:18]=2)=[C:9]([C:28]2[S:29][CH:30]=[C:31]([C:33]([F:36])([F:35])[F:34])[N:32]=2)[CH:8]=1)=[O:5])[CH3:2].N1C(C)=CC=CC=1C.FC(F)(F)S(O[Si:51]([CH2:56][CH3:57])([CH2:54][CH3:55])[CH2:52][CH3:53])(=O)=O. (2) Given the product [O:1]=[C:2]1[N:6]([C:7]2[CH:8]=[C:9]([CH:13]=[CH:14][CH:15]=2)[C:10]([NH2:20])=[O:11])[CH2:5][CH2:4][O:3]1, predict the reactants needed to synthesize it. The reactants are: [O:1]=[C:2]1[N:6]([C:7]2[CH:8]=[C:9]([CH:13]=[CH:14][CH:15]=2)[C:10](O)=[O:11])[CH2:5][CH2:4][O:3]1.S(Cl)(Cl)=O.[NH3:20]. (3) Given the product [F:6][C:7]1[CH:8]=[C:9]([S:2]([Cl:4])(=[O:1])=[O:5])[CH:10]=[C:11]([F:14])[C:12]=1[F:13], predict the reactants needed to synthesize it. The reactants are: [O:1]=[S:2]([Cl:4])Cl.[OH2:5].[F:6][C:7]1[CH2:8][C:9](=[N+]=[N-])[CH:10]=[C:11]([F:14])[C:12]=1[F:13]. (4) Given the product [Br:1][C:2]1[CH:9]=[CH:8][C:5]2[CH:6]=[C:16]([C:15]3[CH:18]=[CH:19][C:12]([F:11])=[CH:13][CH:14]=3)[S:17][C:4]=2[CH:3]=1, predict the reactants needed to synthesize it. The reactants are: [Br:1][C:2]1[CH:9]=[CH:8][C:5]([CH:6]=O)=[C:4](F)[CH:3]=1.[F:11][C:12]1[CH:19]=[CH:18][C:15]([CH2:16][SH:17])=[CH:14][CH:13]=1.C(=O)([O-])[O-].[K+].[K+]. (5) The reactants are: [CH2:1]([O:8][C:9]1[CH:14]=[CH:13][C:12]([CH2:15][C@H:16]([NH:20][C:21]([O:23][C:24]([CH3:27])([CH3:26])[CH3:25])=[O:22])[C:17](O)=[O:18])=[CH:11][CH:10]=1)[C:2]1[CH:7]=[CH:6][CH:5]=[CH:4][CH:3]=1.O.O[N:30]1C2C=CC=CC=2N=N1.Cl.C(N=C=NCCCN(C)C)C.N. Given the product [CH2:1]([O:8][C:9]1[CH:14]=[CH:13][C:12]([CH2:15][C@H:16]([NH:20][C:21](=[O:22])[O:23][C:24]([CH3:27])([CH3:26])[CH3:25])[C:17](=[O:18])[NH2:30])=[CH:11][CH:10]=1)[C:2]1[CH:7]=[CH:6][CH:5]=[CH:4][CH:3]=1, predict the reactants needed to synthesize it.